This data is from Full USPTO retrosynthesis dataset with 1.9M reactions from patents (1976-2016). The task is: Predict the reactants needed to synthesize the given product. (1) Given the product [ClH:8].[Cl:8][C:9]1[CH:10]=[CH:11][C:12]([C:15]2[CH:16]=[CH:17][C:18]([C:21]([NH:23][C:24]3[CH:43]=[CH:42][C:27]([CH2:28][CH:29]4[CH2:34][CH2:33][CH2:32][NH:31][CH2:30]4)=[CH:26][CH:25]=3)=[O:22])=[CH:19][CH:20]=2)=[CH:13][CH:14]=1, predict the reactants needed to synthesize it. The reactants are: C(OCC)(=O)C.Cl.[Cl:8][C:9]1[CH:14]=[CH:13][C:12]([C:15]2[CH:20]=[CH:19][C:18]([C:21]([NH:23][C:24]3[CH:43]=[CH:42][C:27]([CH2:28][CH:29]4[CH2:34][CH2:33][CH2:32][N:31](C(OC(C)(C)C)=O)[CH2:30]4)=[CH:26][CH:25]=3)=[O:22])=[CH:17][CH:16]=2)=[CH:11][CH:10]=1. (2) The reactants are: [NH2:1][CH2:2][CH:3]1[C:12]2[C:7](=[CH:8][C:9]([O:13]C)=[CH:10][CH:11]=2)[NH:6][C:5](=[O:15])[CH2:4]1.B(Br)(Br)Br.CO. Given the product [NH2:1][CH2:2][CH:3]1[C:12]2[C:7](=[CH:8][C:9]([OH:13])=[CH:10][CH:11]=2)[NH:6][C:5](=[O:15])[CH2:4]1, predict the reactants needed to synthesize it. (3) The reactants are: [I:1][C:2]1[CH:10]=[CH:9][CH:8]=[C:7]2[C:3]=1[C:4]([C:19]1[C:28]3[C:23](=[CH:24][CH:25]=[CH:26][CH:27]=3)[N:22]=[CH:21][CH:20]=1)=[N:5][N:6]2[CH2:11][C:12]([O:14]C(C)(C)C)=[O:13].C(O)(C(F)(F)F)=O. Given the product [I:1][C:2]1[CH:10]=[CH:9][CH:8]=[C:7]2[C:3]=1[C:4]([C:19]1[C:28]3[C:23](=[CH:24][CH:25]=[CH:26][CH:27]=3)[N:22]=[CH:21][CH:20]=1)=[N:5][N:6]2[CH2:11][C:12]([OH:14])=[O:13], predict the reactants needed to synthesize it. (4) Given the product [Cl:1][C:2]1[CH:3]=[CH:4][C:5]([CH2:8][CH2:9][C:10]2[CH:15]=[CH:14][N:13]=[C:12]([O:16][CH3:17])[CH:11]=2)=[N:6][CH:7]=1, predict the reactants needed to synthesize it. The reactants are: [Cl:1][C:2]1[CH:3]=[CH:4][C:5]([CH:8]=[CH:9][C:10]2[CH:15]=[CH:14][N:13]=[C:12]([O:16][CH3:17])[CH:11]=2)=[N:6][CH:7]=1.[H][H]. (5) Given the product [NH2:2][C:1]1[C:3]2[C:4](=[CH:5][C:6]([C:9]3[N:14]=[C:13]([NH:15][CH3:16])[N:12]=[C:11]([N:17]4[C@H:22]([CH3:23])[CH2:21][O:20][C@H:19]([C:24]([NH:26][CH2:27][C:28]5[CH:33]=[CH:32][CH:31]=[CH:30][CH:29]=5)=[O:25])[CH2:18]4)[CH:10]=3)=[CH:7][CH:8]=2)[NH:37][N:36]=1, predict the reactants needed to synthesize it. The reactants are: [C:1]([C:3]1[CH:8]=[CH:7][C:6]([C:9]2[N:14]=[C:13]([NH:15][CH3:16])[N:12]=[C:11]([N:17]3[C@H:22]([CH3:23])[CH2:21][O:20][C@H:19]([C:24]([NH:26][CH2:27][C:28]4[CH:33]=[CH:32][CH:31]=[CH:30][CH:29]=4)=[O:25])[CH2:18]3)[CH:10]=2)=[CH:5][C:4]=1F)#[N:2].O.[NH2:36][NH2:37].